This data is from Reaction yield outcomes from USPTO patents with 853,638 reactions. The task is: Predict the reaction yield, written as a fraction of the theoretical maximum amount of product (1.0 means a 100% yield; for example, 0.34 means a 34% yield). (1) The reactants are [NH2:1][C:2]1[S:3][C:4]([C:7]([O:9][CH2:10][CH3:11])=[O:8])=[CH:5][N:6]=1.[CH3:12][C:13]([O:16][C:17](O[C:17]([O:16][C:13]([CH3:15])([CH3:14])[CH3:12])=[O:18])=[O:18])([CH3:15])[CH3:14].CO.O. The catalyst is CN(C1C=CN=CC=1)C.C1COCC1.CS(C)=O. The product is [C:13]([O:16][C:17]([NH:1][C:2]1[S:3][C:4]([C:7]([O:9][CH2:10][CH3:11])=[O:8])=[CH:5][N:6]=1)=[O:18])([CH3:15])([CH3:14])[CH3:12]. The yield is 0.800. (2) The reactants are [CH2:1]([O:8][C:9]1[CH:10]=[C:11]2[C:16](=[CH:17][C:18]=1[O:19][CH3:20])[N:15]=[CH:14][N:13]=[C:12]2Cl)[C:2]1[CH:7]=[CH:6][CH:5]=[CH:4][CH:3]=1.[NH2:22][C:23]1[CH:24]=[C:25]([OH:29])[CH:26]=[CH:27][CH:28]=1.C([O-])([O-])=O.[Cs+].[Cs+]. The catalyst is C1COCC1. The product is [CH2:1]([O:8][C:9]1[CH:10]=[C:11]2[C:16](=[CH:17][C:18]=1[O:19][CH3:20])[N:15]=[CH:14][N:13]=[C:12]2[O:29][C:25]1[CH:24]=[C:23]([CH:28]=[CH:27][CH:26]=1)[NH2:22])[C:2]1[CH:7]=[CH:6][CH:5]=[CH:4][CH:3]=1. The yield is 0.900.